Dataset: Reaction yield outcomes from USPTO patents with 853,638 reactions. Task: Predict the reaction yield, written as a fraction of the theoretical maximum amount of product (1.0 means a 100% yield; for example, 0.34 means a 34% yield). The reactants are [Cl:1][C:2]1[CH:9]=[C:8]([Cl:10])[CH:7]=[CH:6][C:3]=1[CH2:4]Cl.[C:11]([O:15][CH3:16])(=[O:14])[NH:12][NH2:13].C(=O)([O-])O.[Na+].C(O)C. The catalyst is O. The product is [Cl:1][C:2]1[CH:9]=[C:8]([Cl:10])[CH:7]=[CH:6][C:3]=1[CH2:4][NH:13][NH:12][C:11]([O:15][CH3:16])=[O:14]. The yield is 0.670.